From a dataset of Catalyst prediction with 721,799 reactions and 888 catalyst types from USPTO. Predict which catalyst facilitates the given reaction. (1) Reactant: [I:1][C:2]1[CH:7]=[CH:6][C:5]([NH:8][C:9]2[C:14]([C:15]([O:17]CC)=[O:16])=[CH:13][N:12]3[C:20]([CH3:23])=[N:21][N:22]=[C:11]3[CH:10]=2)=[C:4]([CH3:24])[CH:3]=1.O.O[Li].O.Cl. Product: [I:1][C:2]1[CH:7]=[CH:6][C:5]([NH:8][C:9]2[C:14]([C:15]([OH:17])=[O:16])=[CH:13][N:12]3[C:20]([CH3:23])=[N:21][N:22]=[C:11]3[CH:10]=2)=[C:4]([CH3:24])[CH:3]=1. The catalyst class is: 1. (2) Reactant: [C:1]([O:13]C)(=[O:12])[C:2]1[CH:11]=[CH:10][C:5]([C:6]([O:8]C)=[O:7])=[CH:4][CH:3]=1. Product: [C:1]([OH:13])(=[O:12])[C:2]1[CH:11]=[CH:10][C:5]([C:6]([OH:8])=[O:7])=[CH:4][CH:3]=1. The catalyst class is: 6.